This data is from Forward reaction prediction with 1.9M reactions from USPTO patents (1976-2016). The task is: Predict the product of the given reaction. (1) Given the reactants [NH2:1][C:2]1[CH:7]=[CH:6][C:5]([C:8]2[N:9]([CH:22]3[CH2:25][CH2:24][CH2:23]3)[C:10]3[C:15]([C:16]=2[C:17]#[N:18])=[CH:14][CH:13]=[C:12]([O:19][CH2:20][CH3:21])[CH:11]=3)=[CH:4][CH:3]=1.Cl[C:27]([O:29][C:30]1[CH:35]=[CH:34][C:33]([N+]([O-])=O)=C[CH:31]=1)=[O:28].N1C=CC=CC=1.C1(C(C)O)CC1, predict the reaction product. The product is: [CH:35]1([CH:30]([O:29][C:27](=[O:28])[NH:1][C:2]2[CH:3]=[CH:4][C:5]([C:8]3[N:9]([CH:22]4[CH2:23][CH2:24][CH2:25]4)[C:10]4[C:15]([C:16]=3[C:17]#[N:18])=[CH:14][CH:13]=[C:12]([O:19][CH2:20][CH3:21])[CH:11]=4)=[CH:6][CH:7]=2)[CH3:31])[CH2:34][CH2:33]1. (2) Given the reactants FC(F)(F)C(O)=O.C(OC(=O)[NH:14][C@@H:15]([CH2:30][N:31]1[CH2:36][C:35](=[O:37])[N:34]([C:38]2[CH:43]=[C:42]([F:44])[CH:41]=[CH:40][C:39]=2[CH3:45])[CH2:33][C:32]1([CH3:47])[CH3:46])[C@@H:16]([OH:29])[CH2:17][C@H:18]([C:22](=[O:28])[NH:23][CH2:24][CH:25]([CH3:27])[CH3:26])[CH:19]([CH3:21])[CH3:20])(C)(C)C.[C:49]([OH:56])(=[O:55])/[CH:50]=[CH:51]/[C:52]([OH:54])=[O:53].[CH2:57]([NH:61][C:62](=[O:90])[C@H:63]([CH:87]([CH3:89])[CH3:88])[CH2:64][C@H:65]([OH:86])[C@@H:66]([NH2:85])[CH2:67][N:68]1[CH2:73][C:72](=[O:74])[N:71]([C:75]2[CH:80]=[C:79]([F:81])[CH:78]=[CH:77][C:76]=2[CH3:82])[CH2:70][C:69]1([CH3:84])[CH3:83])[CH:58]([CH3:60])[CH3:59], predict the reaction product. The product is: [C:49]([OH:56])(=[O:55])/[CH:50]=[CH:51]/[C:52]([OH:54])=[O:53].[CH2:24]([NH:23][C:22](=[O:28])[C@H:18]([CH:19]([CH3:21])[CH3:20])[CH2:17][C@H:16]([OH:29])[C@@H:15]([NH2:14])[CH2:30][N:31]1[CH2:36][C:35](=[O:37])[N:34]([C:38]2[CH:43]=[C:42]([F:44])[CH:41]=[CH:40][C:39]=2[CH3:45])[CH2:33][C:32]1([CH3:46])[CH3:47])[CH:25]([CH3:27])[CH3:26].[NH2:85][C@@H:66]([CH2:67][N:68]1[CH2:73][C:72](=[O:74])[N:71]([C:75]2[CH:80]=[C:79]([F:81])[CH:78]=[CH:77][C:76]=2[CH3:82])[CH2:70][C:69]1([CH3:84])[CH3:83])[C@@H:65]([OH:86])[CH2:64][C@@H:63]([CH:87]([CH3:88])[CH3:89])[C:62]([NH:61][CH2:57][CH:58]([CH3:60])[CH3:59])=[O:90]. (3) Given the reactants [F:1][C:2]([F:32])([F:31])[C:3]1[CH:4]=[C:5]([CH:28]=[CH:29][CH:30]=1)[CH2:6][N:7]1[CH2:12][CH2:11][CH2:10][CH2:9][CH:8]1[C:13]([NH:15][C@H:16]([C:18]1[CH:27]=[CH:26][C:21]([C:22]([O:24]C)=[O:23])=[CH:20][CH:19]=1)[CH3:17])=[O:14].O[Li:34].O, predict the reaction product. The product is: [F:31][C:2]([F:1])([F:32])[C:3]1[CH:4]=[C:5]([CH:28]=[CH:29][CH:30]=1)[CH2:6][N:7]1[CH2:12][CH2:11][CH2:10][CH2:9][CH:8]1[C:13]([NH:15][C@H:16]([C:18]1[CH:19]=[CH:20][C:21]([C:22]([O-:24])=[O:23])=[CH:26][CH:27]=1)[CH3:17])=[O:14].[Li+:34]. (4) Given the reactants [CH2:1]([O:8][C:9]1[C:10]([N:21]2[S:25](=[O:27])(=[O:26])[NH:24][C:23](=[O:28])[CH2:22]2)=[C:11]([F:20])[C:12]2[C:17]([CH:18]=1)=[CH:16][CH:15]=[C:14](Br)[CH:13]=2)[C:2]1[CH:7]=[CH:6][CH:5]=[CH:4][CH:3]=1.[CH3:29][C:30]1(C)C(C)(C)OB(C=C)O1.C([O-])([O-])=O.[Na+].[Na+], predict the reaction product. The product is: [CH2:1]([O:8][C:9]1[C:10]([N:21]2[S:25](=[O:27])(=[O:26])[NH:24][C:23](=[O:28])[CH2:22]2)=[C:11]([F:20])[C:12]2[C:17]([CH:18]=1)=[CH:16][CH:15]=[C:14]([CH:29]=[CH2:30])[CH:13]=2)[C:2]1[CH:7]=[CH:6][CH:5]=[CH:4][CH:3]=1. (5) Given the reactants C(OC([N:8]1[CH2:13][CH2:12][CH:11]([CH2:14][CH2:15][N:16]2[C:24]3[N:19]4[C:20](=[N:25][CH:26]=[C:18]4[C:17]2=[O:27])[CH:21]=[CH:22][CH:23]=3)[CH2:10][CH2:9]1)=O)(C)(C)C.[ClH:28], predict the reaction product. The product is: [ClH:28].[ClH:28].[NH:8]1[CH2:13][CH2:12][CH:11]([CH2:14][CH2:15][N:16]2[C:24]3[N:19]4[C:20](=[N:25][CH:26]=[C:18]4[C:17]2=[O:27])[CH:21]=[CH:22][CH:23]=3)[CH2:10][CH2:9]1. (6) Given the reactants [Br:1][CH2:2][C:3]([C:5]1[CH:10]=[CH:9][C:8]([Br:11])=[CH:7][CH:6]=1)=O.[NH2:12][C:13]1[CH:18]=[CH:17][C:16]([O:19][CH3:20])=[CH:15][N:14]=1, predict the reaction product. The product is: [BrH:1].[Br:11][C:8]1[CH:9]=[CH:10][C:5]([C:3]2[N:12]=[C:13]3[CH:18]=[CH:17][C:16]([O:19][CH3:20])=[CH:15][N:14]3[CH:2]=2)=[CH:6][CH:7]=1. (7) Given the reactants [NH2:1][C:2]1[CH:3]=[C:4]([C:9]2([OH:26])[C:17]3[C:12](=[CH:13][CH:14]=[CH:15][CH:16]=3)[C:11](=[O:18])[N:10]2[CH2:19][C:20]2[CH:25]=[CH:24][CH:23]=[CH:22][CH:21]=2)[CH:5]=[CH:6][C:7]=1[NH2:8].[CH3:27][O:28][C:29]([NH:31][C:32](=NC(OC)=O)SC)=[O:30].[CH2:40](O)[CH3:41], predict the reaction product. The product is: [CH2:40]([O:26][C:9]1([C:4]2[CH:5]=[CH:6][C:7]3[NH:8][C:32]([NH:31][C:29](=[O:30])[O:28][CH3:27])=[N:1][C:2]=3[CH:3]=2)[C:17]2[C:12](=[CH:13][CH:14]=[CH:15][CH:16]=2)[C:11](=[O:18])[N:10]1[CH2:19][C:20]1[CH:21]=[CH:22][CH:23]=[CH:24][CH:25]=1)[CH3:41].